From a dataset of Reaction yield outcomes from USPTO patents with 853,638 reactions. Predict the reaction yield, written as a fraction of the theoretical maximum amount of product (1.0 means a 100% yield; for example, 0.34 means a 34% yield). (1) The reactants are [CH2:1]=[C:2]([C:7]([O:10]S(F)(=O)=O)([F:9])[F:8])[C:3]([F:6])([F:5])[F:4].[C:15](O[K])([C:21]([F:24])([F:23])[F:22])([C:17]([F:20])([F:19])[F:18])[F:16].[F-].[K+].FC(F)(F)C(C(F)(F)F)=O. The catalyst is O.COCCOCCOC. The product is [CH2:1]=[C:2]([C:7]([O:10][C:15]([C:21]([F:24])([F:23])[F:22])([C:17]([F:20])([F:19])[F:18])[F:16])([F:9])[F:8])[C:3]([F:6])([F:5])[F:4]. The yield is 0.750. (2) The reactants are [F:1][C:2]1[CH:3]=[C:4]2[C:8](=[CH:9][CH:10]=1)[N:7]([CH2:11][CH2:12][O:13]COC)[CH:6]=[C:5]2[C:17](=[O:34])[CH:18]([NH:25][C:26]1[CH:31]=[CH:30][CH:29]=[C:28]([O:32][CH3:33])[CH:27]=1)[C:19]1[CH:24]=[CH:23][CH:22]=[CH:21][CH:20]=1.O1CCOCC1.C(=O)([O-])[O-].[K+].[K+]. The catalyst is Cl.C(OCC)(=O)C. The product is [F:1][C:2]1[CH:3]=[C:4]2[C:8](=[CH:9][CH:10]=1)[N:7]([CH2:11][CH2:12][OH:13])[CH:6]=[C:5]2[C:17](=[O:34])[CH:18]([NH:25][C:26]1[CH:31]=[CH:30][CH:29]=[C:28]([O:32][CH3:33])[CH:27]=1)[C:19]1[CH:20]=[CH:21][CH:22]=[CH:23][CH:24]=1. The yield is 0.450. (3) The reactants are [C:1]([C:4]1[S:8][C:7]([N:9]2[CH2:13][CH2:12][NH:11][C:10]2=[O:14])=[N:6][C:5]=1[CH3:15])(=[O:3])[CH3:2].C(=O)([O-])[O-].[K+].[K+].[CH:22]1([CH2:25]Br)[CH2:24][CH2:23]1. The catalyst is [I-].C([N+](CCCC)(CCCC)CCCC)CCC.O1CCCC1. The product is [C:1]([C:4]1[S:8][C:7]([N:9]2[CH2:13][CH2:12][N:11]([CH2:25][CH:22]3[CH2:24][CH2:23]3)[C:10]2=[O:14])=[N:6][C:5]=1[CH3:15])(=[O:3])[CH3:2]. The yield is 0.330.